Predict which catalyst facilitates the given reaction. From a dataset of Catalyst prediction with 721,799 reactions and 888 catalyst types from USPTO. (1) Reactant: [O:1]1[C:5]2[CH:6]=[CH:7][C:8]([C:10]3([CH3:17])[NH:14][C:13](=[O:15])[NH:12][C:11]3=[O:16])=[CH:9][C:4]=2[CH2:3][CH2:2]1.C(=O)([O-])[O-].[K+].[K+].[CH2:24]([O:31][C:32]([C:41]1[N:46]=[CH:45][C:44]([N:47]2[CH2:52][CH2:51][N:50]([C:53](=[O:56])[CH2:54]Br)[CH2:49][CH2:48]2)=[C:43]([CH2:57][CH2:58][CH3:59])[CH:42]=1)([C:37]([F:40])([F:39])[F:38])[C:33]([F:36])([F:35])[F:34])[C:25]1[CH:30]=[CH:29][CH:28]=[CH:27][CH:26]=1.O. Product: [CH2:24]([O:31][C:32]([C:41]1[N:46]=[CH:45][C:44]([N:47]2[CH2:52][CH2:51][N:50]([C:53](=[O:56])[CH2:54][N:12]3[C:11](=[O:16])[C:10]([C:8]4[CH:7]=[CH:6][C:5]5[O:1][CH2:2][CH2:3][C:4]=5[CH:9]=4)([CH3:17])[NH:14][C:13]3=[O:15])[CH2:49][CH2:48]2)=[C:43]([CH2:57][CH2:58][CH3:59])[CH:42]=1)([C:33]([F:34])([F:35])[F:36])[C:37]([F:38])([F:40])[F:39])[C:25]1[CH:26]=[CH:27][CH:28]=[CH:29][CH:30]=1. The catalyst class is: 9. (2) Reactant: Cl.[NH2:2][C:3]([NH2:5])=[NH:4].[F:6][C:7]1[CH:26]=[CH:25][C:10]([C:11]([NH:13][CH:14]([C:20](OCC)=[O:21])[C:15](OCC)=[O:16])=[O:12])=[CH:9][CH:8]=1.[Na]. Product: [NH2:4][C:3]1[N:5]=[C:15]([OH:16])[C:14]([NH:13][C:11](=[O:12])[C:10]2[CH:25]=[CH:26][C:7]([F:6])=[CH:8][CH:9]=2)=[C:20]([OH:21])[N:2]=1. The catalyst class is: 8. (3) Reactant: C(OC(=O)[NH:7][C@:8]1([C:13]([NH:15][S:16]([C:19]2[CH:24]=[CH:23][CH:22]=[C:21]([O:25][CH2:26][C:27]3[CH:32]=[CH:31][CH:30]=[CH:29][CH:28]=3)[CH:20]=2)(=[O:18])=[O:17])=[O:14])[CH2:10][C@H:9]1[CH:11]=[CH2:12])(C)(C)C.[ClH:34]. Product: [ClH:34].[NH2:7][C@:8]1([C:13]([NH:15][S:16]([C:19]2[CH:24]=[CH:23][CH:22]=[C:21]([O:25][CH2:26][C:27]3[CH:32]=[CH:31][CH:30]=[CH:29][CH:28]=3)[CH:20]=2)(=[O:18])=[O:17])=[O:14])[CH2:10][C@H:9]1[CH:11]=[CH2:12]. The catalyst class is: 12. (4) Reactant: [Br-].[Br:2][C:3]1[CH:28]=[CH:27][C:6]([CH2:7][P+](C2C=CC=CC=2)(C2C=CC=CC=2)C2C=CC=CC=2)=[CH:5][CH:4]=1.[Br:29][C:30]1[CH:37]=[CH:36][C:33]([CH:34]=O)=[CH:32][CH:31]=1.CC(C)([O-])C.[K+]. Product: [Br:29][C:30]1[CH:37]=[CH:36][C:33](/[CH:34]=[CH:7]/[C:6]2[CH:5]=[CH:4][C:3]([Br:2])=[CH:28][CH:27]=2)=[CH:32][CH:31]=1. The catalyst class is: 1. (5) The catalyst class is: 10. Product: [Cl:9][C:6]1[CH:7]=[CH:8][C:3]([CH:2]([C:10]2[CH:15]=[CH:14][CH:13]=[CH:12][CH:11]=2)[N:16]2[CH2:19][CH:18]([CH:20]([C:25]3[CH:30]=[C:29]([F:31])[CH:28]=[C:27]([F:32])[CH:26]=3)[C:21]([O:23][CH3:24])=[O:22])[CH2:17]2)=[CH:4][CH:5]=1. Reactant: Br[CH:2]([C:10]1[CH:15]=[CH:14][CH:13]=[CH:12][CH:11]=1)[C:3]1[CH:8]=[CH:7][C:6]([Cl:9])=[CH:5][CH:4]=1.[NH:16]1[CH2:19][CH:18]([CH:20]([C:25]2[CH:30]=[C:29]([F:31])[CH:28]=[C:27]([F:32])[CH:26]=2)[C:21]([O:23][CH3:24])=[O:22])[CH2:17]1.C([O-])([O-])=O.[Cs+].[Cs+]. (6) Reactant: C([Li])CCC.[Br:6][C:7]1[CH:12]=[CH:11][CH:10]=[C:9]([Br:13])[C:8]=1I.[Br:15][C:16]1[CH:21]=[CH:20][CH:19]=[CH:18][C:17]=1Br. Product: [Br:6][C:7]1[CH:12]=[CH:11][CH:10]=[C:9]([Br:13])[C:8]=1[C:17]1[CH:18]=[CH:19][CH:20]=[CH:21][C:16]=1[Br:15]. The catalyst class is: 7.